Dataset: Forward reaction prediction with 1.9M reactions from USPTO patents (1976-2016). Task: Predict the product of the given reaction. (1) Given the reactants [N+:1]([C:4]1[CH:15]=[CH:14][CH:13]=[CH:12][C:5]=1[CH:6]=[CH:7][C:8]([O:10][CH3:11])=[O:9])([O-])=O.O.O.Cl[Sn]Cl.C(=O)(O)[O-].[Na+], predict the reaction product. The product is: [NH2:1][C:4]1[CH:15]=[CH:14][CH:13]=[CH:12][C:5]=1[CH:6]=[CH:7][C:8]([O:10][CH3:11])=[O:9]. (2) Given the reactants [F:1][C:2]([F:15])([F:14])[C:3]1[NH:13][C:6]2[N:7]=[CH:8][CH:9]=[C:10]([C:11]#[N:12])[C:5]=2[CH:4]=1.[NH2:16][OH:17], predict the reaction product. The product is: [OH:17][NH:16][C:11]([C:10]1[C:5]2[CH:4]=[C:3]([C:2]([F:14])([F:1])[F:15])[NH:13][C:6]=2[N:7]=[CH:8][CH:9]=1)=[NH:12].